This data is from Peptide-MHC class I binding affinity with 185,985 pairs from IEDB/IMGT. The task is: Regression. Given a peptide amino acid sequence and an MHC pseudo amino acid sequence, predict their binding affinity value. This is MHC class I binding data. (1) The peptide sequence is KSEIYVAWVPA. The MHC is Mamu-A01 with pseudo-sequence Mamu-A01. The binding affinity (normalized) is 0.268. (2) The peptide sequence is GWPAPQGSRSL. The binding affinity (normalized) is 0.0799. The MHC is Patr-A0901 with pseudo-sequence Patr-A0901. (3) The peptide sequence is IRFPKTFGY. The MHC is HLA-B15:03 with pseudo-sequence HLA-B15:03. The binding affinity (normalized) is 0.430. (4) The peptide sequence is TQDLFLPFY. The MHC is HLA-A24:02 with pseudo-sequence HLA-A24:02. The binding affinity (normalized) is 0. (5) The peptide sequence is VTTHKYAGPY. The MHC is HLA-A30:02 with pseudo-sequence HLA-A30:02. The binding affinity (normalized) is 0.424.